Predict the product of the given reaction. From a dataset of Forward reaction prediction with 1.9M reactions from USPTO patents (1976-2016). Given the reactants [C:1]([O:5][C:6](=[O:32])[N:7]([C:16]1[S:17][CH:18]=[CH:19][C@:20]([C:24]2[CH:29]=[C:28]([Br:30])[CH:27]=[CH:26][C:25]=2[F:31])([CH2:22][F:23])[N:21]=1)[CH2:8][O:9][CH2:10][CH2:11][Si:12]([CH3:15])([CH3:14])[CH3:13])([CH3:4])([CH3:3])[CH3:2].[Li+].CC([N-]C(C)C)C.Cl[C:42]([O:44][CH2:45][CH3:46])=[O:43], predict the reaction product. The product is: [Br:30][C:28]1[CH:27]=[CH:26][C:25]([F:31])=[C:24]([C@:20]2([CH2:22][F:23])[CH:19]=[C:18]([C:42]([O:44][CH2:45][CH3:46])=[O:43])[S:17][C:16]([N:7]([C:6]([O:5][C:1]([CH3:4])([CH3:2])[CH3:3])=[O:32])[CH2:8][O:9][CH2:10][CH2:11][Si:12]([CH3:14])([CH3:13])[CH3:15])=[N:21]2)[CH:29]=1.